From a dataset of Reaction yield outcomes from USPTO patents with 853,638 reactions. Predict the reaction yield, written as a fraction of the theoretical maximum amount of product (1.0 means a 100% yield; for example, 0.34 means a 34% yield). (1) The reactants are Cl.Cl.[CH3:3][C@H:4]1[C:12]2[C:11]([N:13]3[CH2:18][CH2:17][NH:16][CH2:15][CH2:14]3)=[N:10][CH:9]=[N:8][C:7]=2[C@@H:6]([OH:19])[CH2:5]1.CN(C(ON1N=NC2C=CC=NC1=2)=[N+](C)C)C.F[P-](F)(F)(F)(F)F.N1C(C)=CC(C)=CC=1C.[C:53]([O:57][C:58]([N:60]1[C:64]([CH3:66])([CH3:65])[CH2:63][CH2:62][C@H:61]1[C@H:67]([C:71]1[CH:76]=[CH:75][C:74]([Cl:77])=[CH:73][C:72]=1[F:78])[C:68](O)=[O:69])=[O:59])([CH3:56])([CH3:55])[CH3:54]. The catalyst is C(Cl)Cl. The product is [Cl:77][C:74]1[CH:75]=[CH:76][C:71]([C@@H:67]([C@H:61]2[N:60]([C:58]([O:57][C:53]([CH3:55])([CH3:54])[CH3:56])=[O:59])[C:64]([CH3:66])([CH3:65])[CH2:63][CH2:62]2)[C:68]([N:16]2[CH2:15][CH2:14][N:13]([C:11]3[C:12]4[C@H:4]([CH3:3])[CH2:5][C@@H:6]([OH:19])[C:7]=4[N:8]=[CH:9][N:10]=3)[CH2:18][CH2:17]2)=[O:69])=[C:72]([F:78])[CH:73]=1. The yield is 0.595. (2) The reactants are [Si]([O:8][CH2:9][C:10]1[C:11](Cl)=[CH:12][C:13]([C:16]2[CH:17]=[N:18][C:19]([C:22]([F:25])([F:24])[F:23])=[N:20][CH:21]=2)=[N:14][CH:15]=1)(C(C)(C)C)(C)C.FB([CH2:31][NH:32][C:33](=[O:39])[O:34][C:35]([CH3:38])([CH3:37])[CH3:36])(F)F.[K].COC1C=CC=C(OC)C=1C1C=CC=CC=1P(C1CCCCC1)C1CCCCC1.C(=O)([O-])[O-].[Na+].[Na+]. The catalyst is CC([O-])=O.CC([O-])=O.[Pd+2].O.C(O)C. The product is [OH:8][CH2:9][C:10]1[C:11]([CH2:31][NH:32][C:33](=[O:39])[O:34][C:35]([CH3:38])([CH3:37])[CH3:36])=[CH:12][C:13]([C:16]2[CH:21]=[N:20][C:19]([C:22]([F:23])([F:24])[F:25])=[N:18][CH:17]=2)=[N:14][CH:15]=1. The yield is 0.660. (3) The reactants are [CH2:1]([N:8]([CH:18]1[CH2:22][CH2:21][CH2:20][CH2:19]1)[CH2:9][C:10](O)([CH3:16])[C:11]([O:13][CH2:14][CH3:15])=[O:12])[C:2]1[CH:7]=[CH:6][CH:5]=[CH:4][CH:3]=1.CCN(S(F)(F)[F:29])CC. The catalyst is ClCCl. The product is [CH2:1]([N:8]([CH:18]1[CH2:22][CH2:21][CH2:20][CH2:19]1)[CH2:9][C:10]([F:29])([CH3:16])[C:11]([O:13][CH2:14][CH3:15])=[O:12])[C:2]1[CH:7]=[CH:6][CH:5]=[CH:4][CH:3]=1. The yield is 0.830. (4) The reactants are [N:1]1([C:6]2[C:11]([OH:12])=[CH:10][CH:9]=[CH:8][N:7]=2)[CH:5]=[CH:4][CH:3]=[CH:2]1.O=[C:14]1[CH2:19][CH2:18][N:17](C(OC(C)(C)C)=O)[CH2:16][CH2:15]1.O.CC1C=CC(S(O)(=O)=O)=CC=1.ClC(Cl)C. No catalyst specified. The product is [N:7]1[C:6]2[N:1]3[CH:2]=[CH:3][CH:4]=[C:5]3[C:14]3([CH2:19][CH2:18][NH:17][CH2:16][CH2:15]3)[O:12][C:11]=2[CH:10]=[CH:9][CH:8]=1. The yield is 0.380. (5) The reactants are [CH3:13][C:12]([O:11][C:9](O[C:9]([O:11][C:12]([CH3:15])([CH3:14])[CH3:13])=[O:10])=[O:10])([CH3:15])[CH3:14].[NH:16]1[CH2:19][CH:18]([C:20]([OH:22])=[O:21])[CH2:17]1.CCN(CC)CC. The catalyst is CO. The product is [C:12]([O:11][C:9]([N:16]1[CH2:19][CH:18]([C:20]([OH:22])=[O:21])[CH2:17]1)=[O:10])([CH3:13])([CH3:14])[CH3:15]. The yield is 0.640. (6) The product is [Cl:1][C:2]1[CH:7]=[CH:6][N:5]2[N:8]=[C:9]([C:13]3[CH:18]=[CH:17][C:16]([F:19])=[CH:15][CH:14]=3)[C:10]([C:11](=[O:12])[C:26]#[C:27][CH3:28])=[C:4]2[CH:3]=1. The yield is 0.620. The reactants are [Cl:1][C:2]1[CH:7]=[CH:6][N:5]2[N:8]=[C:9]([C:13]3[CH:18]=[CH:17][C:16]([F:19])=[CH:15][CH:14]=3)[C:10]([CH:11]=[O:12])=[C:4]2[CH:3]=1.C([Mg]Br)#C.O.O1C[CH2:28][CH2:27][CH2:26]1. No catalyst specified. (7) The reactants are [CH:1]1([NH:4][NH2:5])[CH2:3][CH2:2]1.[C:6]([O:12][CH2:13][CH3:14])(=O)[O:7]COC.[C:15]1(C)[CH:20]=CC=[CH:17][CH:16]=1. The catalyst is CCO. The product is [CH:1]1([N:4]2[C:20]([C:6]([O:12][CH2:13][CH3:14])=[O:7])=[CH:15][C:16]([CH3:17])=[N:5]2)[CH2:3][CH2:2]1. The yield is 0.340. (8) The reactants are Cl.[CH2:2]([O:9][C:10]1[CH:19]=[C:18]2[C:13]([C:14]([Cl:20])=[N:15][CH:16]=[N:17]2)=[CH:12][C:11]=1[O:21][CH3:22])[C:3]1[CH:8]=[CH:7][CH:6]=[CH:5][CH:4]=1.[Br:23][C:24]1[CH:30]=[CH:29][C:27]([NH2:28])=[C:26]([F:31])[CH:25]=1. The catalyst is CC(O)C. The product is [ClH:20].[CH2:2]([O:9][C:10]1[CH:19]=[C:18]2[C:13]([C:14]([NH:28][C:27]3[CH:29]=[CH:30][C:24]([Br:23])=[CH:25][C:26]=3[F:31])=[N:15][CH:16]=[N:17]2)=[CH:12][C:11]=1[O:21][CH3:22])[C:3]1[CH:8]=[CH:7][CH:6]=[CH:5][CH:4]=1. The yield is 0.780. (9) The reactants are [C@@H:1]1([NH:10][C:11]2[CH:16]=[C:15]([CH2:17][C@H:18]3[CH2:34][C@@H:21]4[O:22]C(C5C=CC(OC)=CC=5)[O:24][CH2:25][C@@H:20]4[CH2:19]3)[N:14]=[CH:13][N:12]=2)[C:9]2[C:4](=[CH:5][CH:6]=[CH:7][CH:8]=2)[CH2:3][CH2:2]1.O.CC(O)=O. The catalyst is C1COCC1. The product is [C@@H:1]1([NH:10][C:11]2[N:12]=[CH:13][N:14]=[C:15]([CH2:17][C@H:18]3[CH2:34][C@H:21]([OH:22])[C@H:20]([CH2:25][OH:24])[CH2:19]3)[CH:16]=2)[C:9]2[C:4](=[CH:5][CH:6]=[CH:7][CH:8]=2)[CH2:3][CH2:2]1. The yield is 0.910.